From a dataset of HIV replication inhibition screening data with 41,000+ compounds from the AIDS Antiviral Screen. Binary Classification. Given a drug SMILES string, predict its activity (active/inactive) in a high-throughput screening assay against a specified biological target. The compound is CCOC(=O)C(=Cc1ccccc1OC)C(=O)OCC. The result is 0 (inactive).